Dataset: Peptide-MHC class I binding affinity with 185,985 pairs from IEDB/IMGT. Task: Regression. Given a peptide amino acid sequence and an MHC pseudo amino acid sequence, predict their binding affinity value. This is MHC class I binding data. (1) The peptide sequence is QLSLKMLSL. The MHC is HLA-A29:02 with pseudo-sequence HLA-A29:02. The binding affinity (normalized) is 0.0847. (2) The peptide sequence is IPRRIRQGL. The MHC is HLA-B58:01 with pseudo-sequence HLA-B58:01. The binding affinity (normalized) is 0.0214. (3) The peptide sequence is FIDRGSIKI. The MHC is HLA-A02:02 with pseudo-sequence HLA-A02:02. The binding affinity (normalized) is 0.151. (4) The peptide sequence is EENLIDFAS. The MHC is HLA-B35:01 with pseudo-sequence HLA-B35:01. The binding affinity (normalized) is 0.0847. (5) The peptide sequence is RAMDVYCHR. The MHC is HLA-A26:01 with pseudo-sequence HLA-A26:01. The binding affinity (normalized) is 0.0847. (6) The peptide sequence is FLNPVIYTF. The MHC is HLA-A02:01 with pseudo-sequence HLA-A02:01. The binding affinity (normalized) is 0.936. (7) The peptide sequence is SAEVERLMEL. The MHC is HLA-A02:02 with pseudo-sequence HLA-A02:02. The binding affinity (normalized) is 0.339. (8) The MHC is HLA-A02:01 with pseudo-sequence HLA-A02:01. The binding affinity (normalized) is 0.844. The peptide sequence is FMISFDDIAV.